Dataset: Cav3 T-type calcium channel HTS with 100,875 compounds. Task: Binary Classification. Given a drug SMILES string, predict its activity (active/inactive) in a high-throughput screening assay against a specified biological target. (1) The molecule is O(c1ccc(cc1)C(=O)/C=C\c1ccc(O)cc1)C. The result is 0 (inactive). (2) The molecule is o1c2c(c(CC(=O)Nc3cc(ccc3)C(OC)=O)c1)ccc(OC)c2. The result is 0 (inactive). (3) The compound is S(c1[nH]c2CCCc2c(=O)n1)CC(=O)Nc1cc(OC)c(OC)cc1. The result is 0 (inactive).